This data is from Reaction yield outcomes from USPTO patents with 853,638 reactions. The task is: Predict the reaction yield, written as a fraction of the theoretical maximum amount of product (1.0 means a 100% yield; for example, 0.34 means a 34% yield). The reactants are [Cl:1]C(OC(Cl)C)=O.[F:8][C:9]1[CH:14]=[CH:13][C:12]([C@@H:15]2[O:20][CH2:19][CH2:18][N:17](CC3C=CC=CC=3)[CH2:16]2)=[CH:11][CH:10]=1. The catalyst is ClC(Cl)C. The product is [ClH:1].[F:8][C:9]1[CH:10]=[CH:11][C:12]([C@@H:15]2[O:20][CH2:19][CH2:18][NH:17][CH2:16]2)=[CH:13][CH:14]=1. The yield is 0.730.